Dataset: Peptide-MHC class II binding affinity with 134,281 pairs from IEDB. Task: Regression. Given a peptide amino acid sequence and an MHC pseudo amino acid sequence, predict their binding affinity value. This is MHC class II binding data. The peptide sequence is EWVAMTKGEGGVWTFDSEEP. The MHC is DRB1_0401 with pseudo-sequence DRB1_0401. The binding affinity (normalized) is 0.282.